From a dataset of Full USPTO retrosynthesis dataset with 1.9M reactions from patents (1976-2016). Predict the reactants needed to synthesize the given product. (1) Given the product [N:32]1([CH2:31][CH2:30][NH:29][C:11]([C:9]2[CH:8]=[CH:7][C:6]3[N:2]([CH3:1])[C:3]([NH:14][C:15]4[S:16][C:17]5[CH:23]=[C:22]([O:24][C:25]([F:28])([F:27])[F:26])[CH:21]=[CH:20][C:18]=5[N:19]=4)=[N:4][C:5]=3[CH:10]=2)=[O:12])[CH2:37][CH2:36][O:35][CH2:34][CH2:33]1, predict the reactants needed to synthesize it. The reactants are: [CH3:1][N:2]1[C:6]2[CH:7]=[CH:8][C:9]([C:11](O)=[O:12])=[CH:10][C:5]=2[N:4]=[C:3]1[NH:14][C:15]1[S:16][C:17]2[CH:23]=[C:22]([O:24][C:25]([F:28])([F:27])[F:26])[CH:21]=[CH:20][C:18]=2[N:19]=1.[NH2:29][CH2:30][CH2:31][N:32]1[CH2:37][CH2:36][O:35][CH2:34][CH2:33]1.CN(C(ON1N=NC2C=CC=CC1=2)=[N+](C)C)C.F[P-](F)(F)(F)(F)F.CCN(C(C)C)C(C)C. (2) The reactants are: [Cl:1][C:2]1[CH:7]=[CH:6][C:5]([S:8][C:9]2[NH:10][C:11]3[C:16]([N:17]=2)=[C:15]([NH2:18])[N:14]=[CH:13][N:12]=3)=[C:4]([N+:19]([O-:21])=[O:20])[CH:3]=1.C([O-])([O-])=O.[Cs+].[Cs+].[Br:28][CH2:29][CH2:30][CH2:31]Br. Given the product [Br:28][CH2:29][CH2:30][CH2:31][N:10]1[C:9]([S:8][C:5]2[CH:6]=[CH:7][C:2]([Cl:1])=[CH:3][C:4]=2[N+:19]([O-:21])=[O:20])=[N:17][C:16]2[C:11]1=[N:12][CH:13]=[N:14][C:15]=2[NH2:18], predict the reactants needed to synthesize it. (3) Given the product [F:13][C:12]([F:14])([F:15])[C:5]1[CH:4]=[C:3]([OH:2])[CH:8]=[C:7]([N+:9]([O-:11])=[O:10])[CH:6]=1, predict the reactants needed to synthesize it. The reactants are: C[O:2][C:3]1[CH:4]=[C:5]([C:12]([F:15])([F:14])[F:13])[CH:6]=[C:7]([N+:9]([O-:11])=[O:10])[CH:8]=1.B(Br)(Br)Br.O. (4) The reactants are: [CH3:1][C:2]1[C:6]([C:7]2[CH:12]=[CH:11][C:10]([Cl:13])=[CH:9][CH:8]=2)=[C:5]([NH2:14])[NH:4][N:3]=1.[Cl:15][C:16]1[CH:17]=[C:18]([C:22](=O)[CH2:23][C:24](OCC)=[O:25])[CH:19]=[CH:20][CH:21]=1. Given the product [Cl:13][C:10]1[CH:9]=[CH:8][C:7]([C:6]2[C:2]([CH3:1])=[N:3][N:4]3[C:22]([C:18]4[CH:19]=[CH:20][CH:21]=[C:16]([Cl:15])[CH:17]=4)=[CH:23][C:24](=[O:25])[NH:14][C:5]=23)=[CH:12][CH:11]=1, predict the reactants needed to synthesize it. (5) The reactants are: C(O)(C(F)(F)F)=O.COC1C=CC(C[NH:15][C:16]2[C:25]([CH2:26][CH:27]([CH3:37])[C:28]([NH:30][CH2:31][CH2:32][C:33]([CH3:36])([CH3:35])[CH3:34])=[O:29])=[CH:24][C:23]3[C:18](=[CH:19][CH:20]=[C:21]([C:38]4[C:43]([CH3:44])=[CH:42][CH:41]=[CH:40][N:39]=4)[CH:22]=3)[N:17]=2)=CC=1. Given the product [NH2:15][C:16]1[C:25]([CH2:26][CH:27]([CH3:37])[C:28]([NH:30][CH2:31][CH2:32][C:33]([CH3:36])([CH3:35])[CH3:34])=[O:29])=[CH:24][C:23]2[C:18](=[CH:19][CH:20]=[C:21]([C:38]3[C:43]([CH3:44])=[CH:42][CH:41]=[CH:40][N:39]=3)[CH:22]=2)[N:17]=1, predict the reactants needed to synthesize it. (6) Given the product [CH2:1]([C:3]1([N:35]=[C:39]=[O:42])[CH2:4][CH2:5][CH:6]([O:9][CH2:10][O:11][CH2:12][CH2:13][Si:14]([CH3:15])([CH3:16])[CH3:17])[CH2:7][CH2:8]1)[CH3:2], predict the reactants needed to synthesize it. The reactants are: [CH2:1]([C:3]1(C(O)=O)[CH2:8][CH2:7][CH:6]([O:9][CH2:10][O:11][CH2:12][CH2:13][Si:14]([CH3:17])([CH3:16])[CH3:15])[CH2:5][CH2:4]1)[CH3:2].C1C=CC(P([N:35]=[N+]=[N-])(C2C=CC=CC=2)=O)=CC=1.C[C:39]([OH:42])(C)C.